This data is from Forward reaction prediction with 1.9M reactions from USPTO patents (1976-2016). The task is: Predict the product of the given reaction. (1) Given the reactants [Cl:1][C:2]1[CH:3]=[N:4][CH:5]=[C:6]([Cl:20])[C:7]=1[S:8][C:9]1[S:13][C:12]([C:14](Cl)=[O:15])=[CH:11][C:10]=1[N+:17]([O-:19])=[O:18].[O:21]1[C:25]2[CH:26]=[CH:27][C:28]([CH2:30][NH2:31])=[CH:29][C:24]=2[O:23][CH2:22]1, predict the reaction product. The product is: [O:21]1[C:25]2[CH:26]=[CH:27][C:28]([CH2:30][NH:31][C:14]([C:12]3[S:13][C:9]([S:8][C:7]4[C:2]([Cl:1])=[CH:3][N:4]=[CH:5][C:6]=4[Cl:20])=[C:10]([N+:17]([O-:19])=[O:18])[CH:11]=3)=[O:15])=[CH:29][C:24]=2[O:23][CH2:22]1. (2) Given the reactants [F:1][C:2]([F:19])([F:18])[C:3]1[CH:4]=[CH:5][C:6]([O:9][C:10]2[CH:11]=[C:12]([CH2:16]O)[CH:13]=[CH:14][CH:15]=2)=[N:7][CH:8]=1.S(Cl)([Cl:22])=O, predict the reaction product. The product is: [Cl:22][CH2:16][C:12]1[CH:11]=[C:10]([CH:15]=[CH:14][CH:13]=1)[O:9][C:6]1[CH:5]=[CH:4][C:3]([C:2]([F:19])([F:18])[F:1])=[CH:8][N:7]=1. (3) Given the reactants [CH2:1]([O:3][C:4]([C:6]1[S:10][C:9]([CH3:11])=[N:8][C:7]=1[SH:12])=[O:5])[CH3:2].Br[CH2:14][CH2:15][C:16]([C:19]1[CH:24]=[CH:23][C:22]([F:25])=[CH:21][CH:20]=1)([F:18])[F:17].C(=O)([O-])[O-].[K+].[K+], predict the reaction product. The product is: [CH2:1]([O:3][C:4]([C:6]1[S:10][C:9]([CH3:11])=[N:8][C:7]=1[S:12][CH2:14][CH2:15][C:16]([F:18])([F:17])[C:19]1[CH:24]=[CH:23][C:22]([F:25])=[CH:21][CH:20]=1)=[O:5])[CH3:2]. (4) Given the reactants [F:1][C:2]1[N:7]=[C:6]([C:8]2[CH:32]=[CH:31][C:11]([CH2:12][N:13]3[CH:21]=[C:20]4[C:15]([N:16]=[C:17]([NH:24][C@@H:25]5[CH2:29][CH2:28][CH2:27][C@H:26]5O)[N:18]([CH3:23])[C:19]4=[O:22])=[N:14]3)=[CH:10][CH:9]=2)[CH:5]=[CH:4][CH:3]=1.C1(C)C=CC(S(Cl)(=O)=O)=CC=1.[OH-].[Na+].[Na+].[Cl-], predict the reaction product. The product is: [F:1][C:2]1[N:7]=[C:6]([C:8]2[CH:32]=[CH:31][C:11]([CH2:12][N:13]3[CH:21]=[C:20]4[C:19](=[O:22])[N:18]([CH3:23])[C:17]5[N:16]([C@H:29]6[CH2:28][CH2:27][CH2:26][C@H:25]6[N:24]=5)[C:15]4=[N:14]3)=[CH:10][CH:9]=2)[CH:5]=[CH:4][CH:3]=1.